From a dataset of B-cell epitopes from PDB crystal structures with 447 antigens. Token-level Classification. Given an antigen amino acid sequence, predict which amino acid positions are active epitope sites capable of antibody binding. Output is a list of indices for active positions. (1) Given the antigen sequence: SLRCMQCKTNGDCRVEECALGQDLCRTTIVRLWEELELVEKSCTHSEKTNRTLSYRTGLKITSLTEVVCGLDLCNQGNYLECISCGSSDMSCERGRHQSLQCRSPEEQCLDVVTHWDDRHLRGCGYLPGCPGSNGFHNNDTFHFLKCCNTTKCNEGPILELENLPQNGRQCYSCKGNSTHGCSSEETFLIDCRGPMNQCLVATGTHEPKNQSYMVRGCATASMCQLGDAFSMNHIDVSCCTKSGCNHPD, which amino acid positions are active epitope sites? The epitope positions are: [161, 162, 163, 164, 165, 166, 167, 168, 193, 194, 196, 240, 242]. The amino acids at these positions are: ENLPQNGRGPNTS. (2) Given the antigen sequence: GSSIVSLLGIKVLNNPAKFTDPYEFEITFECLESLKHDLEWKLTYVGSSDQELDSILVGPVPVGVNKFVFSADPPSAELIPASELVSVTVILLSCSYDGREFVRVGYYVNNEYDEEELRENPPAKVQVDHIVRNILAEKPRVTRFNIVWDNEN, which amino acid positions are active epitope sites? The epitope positions are: [10, 11, 12, 13, 14, 15, 16, 17, 20, 21, 23, 25, 55, 57, 58, 61, 66, 67, 68, 70... (21 total positions)]. The amino acids at these positions are: KVLNNPAKDPEEIVGPKFVSV.